Dataset: Experimentally validated miRNA-target interactions with 360,000+ pairs, plus equal number of negative samples. Task: Binary Classification. Given a miRNA mature sequence and a target amino acid sequence, predict their likelihood of interaction. (1) The miRNA is mmu-miR-297b-3p with sequence UAUACAUACACACAUACCCAUA. The protein sequence of the target gene is MATLSRRSLRFLETQSRRDSCDTPFSLTSSMEWDTQVVEGFSPLGSSESKVKASPVDLRLPAWLEPERCAVFHCARCYAVLGDTLHLAWDLSRSLGALAFSKVTNNVVLLEPFLVGIEGFLKSSTYNLLFCNSCGTPVGFHLYSTHAAMAALRGHFCLSSDKMLCYLLKTNAIVNTSEMDFHNVPLPEKIAELKEKIMLMHTRLNSLTGLLKGKSPHQFKQENQQARKQHILGLTASPKIL. Result: 1 (interaction). (2) The miRNA is hsa-miR-6871-3p with sequence CAGCACCCUGUGGCUCCCACAG. The protein sequence of the target gene is MAVQISKKRKFVADGIFKAELNEFLTRELAEDGYSGVEVRVTPTRTEIIILATRTQNVLGEKGRRIRELTAVVQKRFGFPEGSVELYAEKVATRGLCAIAQAESLRYKLLGGLAVRRACYGVLRFIMESGAKGCEVVVSGKLRGQRAKSMKFVDGLMIHSGDPVNYYVDTAVRHVLLRQGVLGIKVKIMLPWDPSGKIGPKKPLPDHVSIVEPKDEILPTTPISEQKGGKPEPPAMPQPVPTA. Result: 0 (no interaction). (3) The miRNA is hsa-miR-3132 with sequence UGGGUAGAGAAGGAGCUCAGAGGA. The protein sequence of the target gene is MEEGGNLGGLIKMVHLLVLSGAWGMQMWVTFVSGFLLFRSLPRHTFGLVQSKLFPFYFHISMGCAFINLCILASQHAWAQLTFWEASQLYLLFLSLTLATVNARWLEPRTTAAMWALQTVEKERGLGGEVPGSHQGPDPYRQLREKDPKYSALRQNFFRYHGLSSLCNLGCVLSNGLCLAGLALEIRSL. Result: 0 (no interaction). (4) The miRNA is mmu-miR-125a-5p with sequence UCCCUGAGACCCUUUAACCUGUGA. The protein sequence of the target gene is MGAVTDDEVIRKRLLIDGDGAGDDRRINLLVKSFIKWCNSGSQEEGYSQYQRMLSTLSQCEFSMGKTLLVYDMNLREMENYEKIYKEIECSIAGAHEKIAECKKQILQAKRIRKNRQEYDALAKVIQHHPDRHETLKELEALGKELEHLSHIKESVEDKLELRRKQFHVLLSTIHELQQTLENDEKLSEVEEAQEASMETDPKP. Result: 0 (no interaction).